This data is from Full USPTO retrosynthesis dataset with 1.9M reactions from patents (1976-2016). The task is: Predict the reactants needed to synthesize the given product. (1) Given the product [CH2:1]([C:5]1[C:6]([CH:21]2[CH2:23][CH2:22]2)=[C:7]([C:19]#[N:20])[C:8]2[N:12]([C:13]=1[Cl:26])[C:11]1[CH:15]=[CH:16][CH:17]=[CH:18][C:10]=1[N:9]=2)[CH2:2][CH2:3][CH3:4], predict the reactants needed to synthesize it. The reactants are: [CH2:1]([C:5]1[C:13](=O)[N:12]2[C:8]([NH:9][C:10]3[CH:18]=[CH:17][CH:16]=[CH:15][C:11]=32)=[C:7]([C:19]#[N:20])[C:6]=1[CH:21]1[CH2:23][CH2:22]1)[CH2:2][CH2:3][CH3:4].P(Cl)(Cl)([Cl:26])=O. (2) Given the product [F:18][C:19]1[N:24]=[C:23]([CH2:25][O:26][C:2]2[CH:11]=[C:10]([C:12]3[CH:13]=[N:14][CH:15]=[N:16][CH:17]=3)[C:9]3[CH2:8][CH2:7][CH2:6][CH2:5][C:4]=3[N:3]=2)[CH:22]=[CH:21][CH:20]=1, predict the reactants needed to synthesize it. The reactants are: Cl[C:2]1[CH:11]=[C:10]([C:12]2[CH:13]=[N:14][CH:15]=[N:16][CH:17]=2)[C:9]2[CH2:8][CH2:7][CH2:6][CH2:5][C:4]=2[N:3]=1.[F:18][C:19]1[N:24]=[C:23]([CH2:25][OH:26])[CH:22]=[CH:21][CH:20]=1.C(Cl)(Cl)Cl.C(=O)([O-])[O-].[Cs+].[Cs+]. (3) Given the product [CH:22]1([O:21][CH2:20][CH2:19][N:15]2[CH2:16][CH2:17][N:12]([C:4]3[CH:5]=[CH:6][C:7]([N+:9]([O-:11])=[O:10])=[CH:8][C:3]=3[O:2][CH3:1])[CH2:13][CH2:14]2)[CH2:24][CH2:23]1, predict the reactants needed to synthesize it. The reactants are: [CH3:1][O:2][C:3]1[CH:8]=[C:7]([N+:9]([O-:11])=[O:10])[CH:6]=[CH:5][C:4]=1[N:12]1[CH2:17][CH2:16][NH:15][CH2:14][CH2:13]1.Cl[CH2:19][CH2:20][O:21][CH:22]1[CH2:24][CH2:23]1.C(=O)([O-])[O-].[K+].[K+].[I-].[K+]. (4) Given the product [OH:3][C:4]1[CH:5]=[C:6]([CH:7]([C:9]2[CH:14]=[CH:13][CH:12]=[C:11]([OH:15])[CH:10]=2)[OH:8])[CH:16]=[CH:17][CH:18]=1, predict the reactants needed to synthesize it. The reactants are: [BH4-].[Na+].[OH:3][C:4]1[CH:5]=[C:6]([CH:16]=[CH:17][CH:18]=1)[C:7]([C:9]1[CH:14]=[CH:13][CH:12]=[C:11]([OH:15])[CH:10]=1)=[O:8].Cl. (5) Given the product [CH3:1][O:2][C:3]1[CH:11]=[C:10]2[C:6]([C:7]([C:31](=[O:39])[C:32]3[CH:37]=[CH:36][C:35]([CH3:38])=[CH:34][CH:33]=3)=[C:8]([CH3:30])[N:9]2[CH2:12][C:13]2[CH:14]=[C:15]([CH:27]=[CH:28][CH:29]=2)[CH2:16][O:17][C:18]2([C:22]([OH:24])=[O:23])[CH2:21][CH2:20][CH2:19]2)=[CH:5][CH:4]=1, predict the reactants needed to synthesize it. The reactants are: [CH3:1][O:2][C:3]1[CH:11]=[C:10]2[C:6]([C:7]([C:31](=[O:39])[C:32]3[CH:37]=[CH:36][C:35]([CH3:38])=[CH:34][CH:33]=3)=[C:8]([CH3:30])[N:9]2[CH2:12][C:13]2[CH:14]=[C:15]([CH:27]=[CH:28][CH:29]=2)[CH2:16][O:17][C:18]2([C:22]([O:24]CC)=[O:23])[CH2:21][CH2:20][CH2:19]2)=[CH:5][CH:4]=1.C1COCC1.[OH-].[Na+].